This data is from Full USPTO retrosynthesis dataset with 1.9M reactions from patents (1976-2016). The task is: Predict the reactants needed to synthesize the given product. Given the product [C:10]([C:14]1[CH:15]=[CH:16][C:17]([O:23][CH3:24])=[C:18]([CH:22]=1)[C:19]([N:2]1[CH2:3][C:4]2[C:9](=[CH:8][CH:7]=[CH:6][CH:5]=2)[CH2:1]1)=[O:20])([CH3:13])([CH3:11])[CH3:12], predict the reactants needed to synthesize it. The reactants are: [CH2:1]1[C:9]2[C:4](=[CH:5][CH:6]=[CH:7][CH:8]=2)[CH2:3][NH:2]1.[C:10]([C:14]1[CH:15]=[CH:16][C:17]([O:23][CH3:24])=[C:18]([CH:22]=1)[C:19](O)=[O:20])([CH3:13])([CH3:12])[CH3:11].C(N(C(C)C)CC)(C)C.P(F)(F)(F)(F)F.N1(OC(N(C)C)=[N+](C)C)C2N=CC=CC=2N=N1.C([O-])(O)=O.[Na+].